Dataset: Full USPTO retrosynthesis dataset with 1.9M reactions from patents (1976-2016). Task: Predict the reactants needed to synthesize the given product. Given the product [OH:28][CH2:27][CH:26]([NH:25][CH2:22][C:17]1[CH:16]=[C:15]2[C:20]([CH:21]=[C:12]([C:10]3[N:11]=[C:7]([C:4]4[CH:3]=[CH:2][N:1]=[CH:6][CH:5]=4)[S:8][CH:9]=3)[C:13](=[O:24])[NH:14]2)=[CH:19][CH:18]=1)[CH:29]([CH3:31])[CH3:30], predict the reactants needed to synthesize it. The reactants are: [N:1]1[CH:6]=[CH:5][C:4]([C:7]2[S:8][CH:9]=[C:10]([C:12]3[C:13](=[O:24])[NH:14][C:15]4[C:20]([CH:21]=3)=[CH:19][CH:18]=[C:17]([CH:22]=O)[CH:16]=4)[N:11]=2)=[CH:3][CH:2]=1.[NH2:25][CH:26]([CH:29]([CH3:31])[CH3:30])[CH2:27][OH:28].